This data is from Forward reaction prediction with 1.9M reactions from USPTO patents (1976-2016). The task is: Predict the product of the given reaction. (1) Given the reactants [F:1][C:2]1[C:7]([CH2:8]O)=[CH:6][CH:5]=[CH:4][N:3]=1.C1(P(C2C=CC=CC=2)C2C=CC=CC=2)C=CC=CC=1.C(Br)(Br)(Br)[Br:30], predict the reaction product. The product is: [Br:30][CH2:8][C:7]1[C:2]([F:1])=[N:3][CH:4]=[CH:5][CH:6]=1. (2) The product is: [CH2:1]([O:3][C:4](=[O:30])[CH2:5][C:6]1[CH:7]=[C:8]([C:14]2[CH:19]=[CH:18][C:17]([C:20]3[CH:21]=[N:22][N:23]([CH3:25])[CH:24]=3)=[CH:16][C:15]=2[CH2:26][N:27]([CH2:28][CH3:29])[C:39]([NH:38][CH2:31][C:32]2[CH:37]=[CH:36][CH:35]=[CH:34][CH:33]=2)=[O:40])[C:9]([O:12][CH3:13])=[CH:10][CH:11]=1)[CH3:2]. Given the reactants [CH2:1]([O:3][C:4](=[O:30])[CH2:5][C:6]1[CH:7]=[C:8]([C:14]2[CH:19]=[CH:18][C:17]([C:20]3[CH:21]=[N:22][N:23]([CH3:25])[CH:24]=3)=[CH:16][C:15]=2[CH2:26][NH:27][CH2:28][CH3:29])[C:9]([O:12][CH3:13])=[CH:10][CH:11]=1)[CH3:2].[CH2:31]([N:38]=[C:39]=[O:40])[C:32]1[CH:37]=[CH:36][CH:35]=[CH:34][CH:33]=1, predict the reaction product. (3) The product is: [C:38]([O:42][C:43]([N:45]1[CH2:26][CH2:27][N:22]([CH2:21][CH2:20][CH2:19][NH:18][C:10]2[N:9]=[C:8]([C:5]3[CH:6]=[CH:7][C:2]([Cl:1])=[CH:3][CH:4]=3)[C:17]3[C:12](=[CH:13][CH:14]=[CH:15][CH:16]=3)[N:11]=2)[CH2:47][CH2:46]1)=[O:44])([CH3:41])([CH3:40])[CH3:39]. Given the reactants [Cl:1][C:2]1[CH:7]=[CH:6][C:5]([C:8]2[C:17]3[C:12](=[CH:13][CH:14]=[CH:15][CH:16]=3)[N:11]=[C:10]([NH:18][CH2:19][CH2:20][CH2:21][N:22]3[CH2:27][CH2:26]C(C4C=C(NC(=O)C)C=CC=4)CC3)[N:9]=2)=[CH:4][CH:3]=1.[C:38]([O:42][C:43]([N:45]1CCN(CCCN)[CH2:47][CH2:46]1)=[O:44])([CH3:41])([CH3:40])[CH3:39], predict the reaction product.